Dataset: Full USPTO retrosynthesis dataset with 1.9M reactions from patents (1976-2016). Task: Predict the reactants needed to synthesize the given product. Given the product [O:1]([C:8]1[CH:9]=[C:10]([N:14]([CH2:22][C:23]2[CH:24]=[C:25]([CH2:26][OH:27])[CH:30]=[CH:31][CH:32]=2)[CH2:15][CH:16]([OH:21])[C:17]([F:18])([F:19])[F:20])[CH:11]=[CH:12][CH:13]=1)[C:2]1[CH:7]=[CH:6][CH:5]=[CH:4][CH:3]=1, predict the reactants needed to synthesize it. The reactants are: [O:1]([C:8]1[CH:9]=[C:10]([N:14]([CH2:22][C:23]2[CH:24]=[C:25]([CH:30]=[CH:31][CH:32]=2)[C:26](OC)=[O:27])[CH2:15][CH:16]([OH:21])[C:17]([F:20])([F:19])[F:18])[CH:11]=[CH:12][CH:13]=1)[C:2]1[CH:7]=[CH:6][CH:5]=[CH:4][CH:3]=1.ClCCl.[H-].[Al+3].[Li+].[H-].[H-].[H-].C1COCC1.